This data is from Full USPTO retrosynthesis dataset with 1.9M reactions from patents (1976-2016). The task is: Predict the reactants needed to synthesize the given product. (1) The reactants are: [C:1]([C:3]([C:17]1[CH:22]=[CH:21][CH:20]=[CH:19][CH:18]=1)=[C:4]1[CH2:9][CH2:8][N:7]([C:10]([O:12][C:13]([CH3:16])([CH3:15])[CH3:14])=[O:11])[CH2:6][CH2:5]1)#[N:2].N. Given the product [NH2:2][CH2:1][CH:3]([CH:4]1[CH2:5][CH2:6][N:7]([C:10]([O:12][C:13]([CH3:16])([CH3:15])[CH3:14])=[O:11])[CH2:8][CH2:9]1)[C:17]1[CH:22]=[CH:21][CH:20]=[CH:19][CH:18]=1, predict the reactants needed to synthesize it. (2) Given the product [C:12]1([CH2:11][CH2:10][OH:18])[CH:17]=[CH:16][CH:15]=[CH:14][CH:13]=1, predict the reactants needed to synthesize it. The reactants are: C1(O)C=CC=CC=1.[OH-].[Na+].[CH2:10]1[O:18][CH:11]1[C:12]1[CH:17]=[CH:16][CH:15]=[CH:14][CH:13]=1. (3) Given the product [Cl:8][C:6]1[N:5]=[C:4]([NH:9][CH3:10])[N:3]=[C:2]([N:13]2[CH2:14][C:15]3[C:20](=[CH:19][CH:18]=[C:17]([C:21]([O:23][CH3:24])=[O:22])[CH:16]=3)[CH2:12]2)[N:7]=1, predict the reactants needed to synthesize it. The reactants are: Cl[C:2]1[N:7]=[C:6]([Cl:8])[N:5]=[C:4]([NH:9][CH3:10])[N:3]=1.Cl.[CH2:12]1[C:20]2[C:15](=[CH:16][C:17]([C:21]([O:23][CH3:24])=[O:22])=[CH:18][CH:19]=2)[CH2:14][NH:13]1.[OH-].[Na+]. (4) The reactants are: [Cl:1][C:2]1[CH:7]=[CH:6][C:5]([CH:8]([C:38]2[CH:43]=[CH:42][C:41]([Cl:44])=[CH:40][CH:39]=2)[N:9]2[CH2:12][C:11](=[C:13]([S:34]([CH3:37])(=[O:36])=[O:35])[C:14]3[CH:19]=[CH:18][CH:17]=[C:16]([C:20](OC4C(F)=C(F)C(F)=C(F)C=4F)=[O:21])[CH:15]=3)[CH2:10]2)=[CH:4][CH:3]=1.[NH2:45][N:46]1[CH2:51][CH2:50][CH2:49][CH2:48][CH2:47]1.CN(C)C=O. Given the product [Cl:44][C:41]1[CH:42]=[CH:43][C:38]([CH:8]([C:5]2[CH:4]=[CH:3][C:2]([Cl:1])=[CH:7][CH:6]=2)[N:9]2[CH2:12][C:11](=[C:13]([S:34]([CH3:37])(=[O:35])=[O:36])[C:14]3[CH:19]=[CH:18][CH:17]=[C:16]([C:20](=[O:21])[NH:45][N:46]4[CH2:51][CH2:50][CH2:49][CH2:48][CH2:47]4)[CH:15]=3)[CH2:10]2)=[CH:39][CH:40]=1, predict the reactants needed to synthesize it. (5) Given the product [CH3:17][O:18][C:19]([C:21]1[CH:25]=[CH:24][S:23][C:22]=1[NH:26][C:11](=[O:12])[CH2:6][C:4]([O:3][CH2:1][CH3:2])=[O:5])=[O:20], predict the reactants needed to synthesize it. The reactants are: [CH2:1]([O:3][C:4]([C:6]1[C:11](=[O:12])NC2SC=CC=2C=1Cl)=[O:5])[CH3:2].[CH3:17][O:18][C:19]([C:21]1[CH:25]=[CH:24][S:23][C:22]=1[NH2:26])=[O:20].C(C(C(Cl)=O)C(Cl)=O)C. (6) Given the product [Cl:13][C:10]1[C:9]2[C:4](=[CH:5][C:6]([F:15])=[CH:7][C:8]=2[F:14])[N:3]=[C:2]([N:58]2[CH2:61][CH2:60][C:59]2=[O:62])[C:11]=1[CH3:12], predict the reactants needed to synthesize it. The reactants are: Cl[C:2]1[C:11]([CH3:12])=[C:10]([Cl:13])[C:9]2[C:4](=[CH:5][C:6]([F:15])=[CH:7][C:8]=2[F:14])[N:3]=1.CC1(C)C2C=CC=C(P(C3C=CC=CC=3)C3C=CC=CC=3)C=2OC2C1=CC=CC=2P(C1C=CC=CC=1)C1C=CC=CC=1.[NH:58]1[CH2:61][CH2:60][C:59]1=[O:62].C(=O)([O-])[O-].[Cs+].[Cs+].